Dataset: Forward reaction prediction with 1.9M reactions from USPTO patents (1976-2016). Task: Predict the product of the given reaction. (1) Given the reactants [CH2:1]([NH:4][C:5](=[O:14])[C:6]1[CH:11]=[CH:10][C:9]([NH2:12])=[CH:8][C:7]=1[Br:13])[CH:2]=[CH2:3].[CH2:15]([CH2:19][C:20](=O)[CH3:21])[C:16]([CH3:18])=O.C1(C)C=CC(S(O)(=O)=O)=CC=1.O, predict the reaction product. The product is: [CH2:1]([NH:4][C:5](=[O:14])[C:6]1[CH:11]=[CH:10][C:9]([N:12]2[C:20]([CH3:21])=[CH:19][CH:15]=[C:16]2[CH3:18])=[CH:8][C:7]=1[Br:13])[CH:2]=[CH2:3]. (2) Given the reactants [CH2:1]1[C:9]2[C:4](=[CH:5][CH:6]=[CH:7][CH:8]=2)[CH:3]=[C:2]1/[C:10](=[N:21]/[O:22][CH3:23])/[CH2:11][O:12][C:13]1[CH:18]=[CH:17][C:16]([CH2:19][OH:20])=[CH:15][CH:14]=1.[C:24]([CH:26]([C:32]1[CH:37]=[CH:36][C:35](O)=[CH:34][CH:33]=1)[CH2:27][C:28]([O:30]C)=[O:29])#[N:25], predict the reaction product. The product is: [C:24]([CH:26]([C:32]1[CH:37]=[CH:36][C:35]([O:20][CH2:19][C:16]2[CH:15]=[CH:14][C:13]([O:12][CH2:11]/[C:10](/[C:2]3[CH2:1][C:9]4[C:4]([CH:3]=3)=[CH:5][CH:6]=[CH:7][CH:8]=4)=[N:21]\[O:22][CH3:23])=[CH:18][CH:17]=2)=[CH:34][CH:33]=1)[CH2:27][C:28]([OH:30])=[O:29])#[N:25]. (3) Given the reactants [Al](I)(I)I.[CH2:5]([C:8]1[CH:9]=[C:10]([O:16]C)[CH:11]=[C:12]([O:14]C)[CH:13]=1)[CH:6]=[CH2:7], predict the reaction product. The product is: [CH2:5]([C:8]1[CH:13]=[C:12]([OH:14])[CH:11]=[C:10]([CH:9]=1)[OH:16])[CH:6]=[CH2:7]. (4) Given the reactants [NH2:1][CH2:2][CH2:3][O:4][C:5]1[C:15]2[CH2:14][CH2:13][N:12]([C:16](=[O:21])[C:17]([F:20])([F:19])[F:18])[CH2:11][CH2:10][C:9]=2[CH:8]=[CH:7][C:6]=1[Cl:22].[F:23][C:24]1[CH:32]=[CH:31][CH:30]=[CH:29][C:25]=1[C:26](Cl)=[O:27].C(N(CC)CC)C.Cl, predict the reaction product. The product is: [Cl:22][C:6]1[CH:7]=[CH:8][C:9]2[CH2:10][CH2:11][N:12]([C:16](=[O:21])[C:17]([F:19])([F:18])[F:20])[CH2:13][CH2:14][C:15]=2[C:5]=1[O:4][CH2:3][CH2:2][NH:1][C:26](=[O:27])[C:25]1[CH:29]=[CH:30][CH:31]=[CH:32][C:24]=1[F:23]. (5) Given the reactants [CH:1]([C:4]1[CH:9]=[CH:8][C:7]([CH:10]2[C:14]3[C:15]([CH3:30])=[C:16]([NH:21][C:22](=[O:29])OCC(Cl)(Cl)Cl)[C:17]([CH3:20])=[C:18]([CH3:19])[C:13]=3[O:12][CH2:11]2)=[CH:6][CH:5]=1)([CH3:3])[CH3:2].[CH2:31]([NH:33][CH2:34][CH3:35])[CH3:32], predict the reaction product. The product is: [CH2:31]([N:33]([CH2:34][CH3:35])[C:22]([NH:21][C:16]1[C:17]([CH3:20])=[C:18]([CH3:19])[C:13]2[O:12][CH2:11][CH:10]([C:7]3[CH:8]=[CH:9][C:4]([CH:1]([CH3:2])[CH3:3])=[CH:5][CH:6]=3)[C:14]=2[C:15]=1[CH3:30])=[O:29])[CH3:32]. (6) Given the reactants [F:1][C:2]1[CH:3]=[C:4]([N:14]2[C:18]([CH3:20])([CH3:19])[C:17](=[O:21])[N:16]([C:22]3[CH:29]=[CH:28][C:25]([C:26]#[N:27])=[C:24]([C:30]([F:33])([F:32])[F:31])[CH:23]=3)[C:15]2=[S:34])[CH:5]=[CH:6][C:7]=1[O:8][CH:9]1[CH2:13][CH2:12][NH:11][CH2:10]1.C(N(CC)CC)C.[C:42](Cl)(=[O:44])[CH3:43], predict the reaction product. The product is: [C:42]([N:11]1[CH2:12][CH2:13][CH:9]([O:8][C:7]2[CH:6]=[CH:5][C:4]([N:14]3[C:18]([CH3:20])([CH3:19])[C:17](=[O:21])[N:16]([C:22]4[CH:29]=[CH:28][C:25]([C:26]#[N:27])=[C:24]([C:30]([F:33])([F:31])[F:32])[CH:23]=4)[C:15]3=[S:34])=[CH:3][C:2]=2[F:1])[CH2:10]1)(=[O:44])[CH3:43].